From a dataset of Full USPTO retrosynthesis dataset with 1.9M reactions from patents (1976-2016). Predict the reactants needed to synthesize the given product. (1) Given the product [CH3:1][O:2][C:3](=[O:18])[CH:4]([C:11]1[CH:16]=[CH:15][C:14]([C:20]#[N:21])=[CH:13][CH:12]=1)[CH2:5][CH:6]1[CH2:10][CH2:9][CH2:8][CH2:7]1, predict the reactants needed to synthesize it. The reactants are: [CH3:1][O:2][C:3](=[O:18])[CH:4]([C:11]1[CH:16]=[CH:15][C:14](Br)=[CH:13][CH:12]=1)[CH2:5][CH:6]1[CH2:10][CH2:9][CH2:8][CH2:7]1.[Cu][C:20]#[N:21].[OH-].[NH4+]. (2) Given the product [F:21][C:18]1[N:19]=[CH:20][C:15]([CH2:14][N:11]2[CH2:12][CH2:13][N:8]([C:6]([O:5][C:1]([CH3:4])([CH3:3])[CH3:2])=[O:7])[CH2:9][CH2:10]2)=[CH:16][C:17]=1[C:26]1[N:34]=[C:33]([CH3:35])[N:32]=[C:31]2[C:27]=1[N:28]=[CH:29][N:30]2[CH:36]1[CH2:41][CH2:40][CH2:39][CH2:38][O:37]1, predict the reactants needed to synthesize it. The reactants are: [C:1]([O:5][C:6]([N:8]1[CH2:13][CH2:12][N:11]([CH2:14][C:15]2[CH:16]=[C:17](B(O)O)[C:18]([F:21])=[N:19][CH:20]=2)[CH2:10][CH2:9]1)=[O:7])([CH3:4])([CH3:3])[CH3:2].Cl[C:26]1[N:34]=[C:33]([CH3:35])[N:32]=[C:31]2[C:27]=1[N:28]=[CH:29][N:30]2[CH:36]1[CH2:41][CH2:40][CH2:39][CH2:38][O:37]1.C([O-])(=O)C.[K+].C(O)C.O. (3) The reactants are: [C:1]([OH:7])([C:3]([F:6])([F:5])[F:4])=[O:2].[F:8][C:9]([F:29])([F:28])[C:10]1[N:15]=[CH:14][C:13]([C:16]2[S:20][C:19]([C:21]([O:23]C(C)(C)C)=[O:22])=[N:18][CH:17]=2)=[CH:12][N:11]=1. Given the product [F:4][C:3]([F:6])([F:5])[C:1]([OH:7])=[O:2].[F:29][C:9]([F:8])([F:28])[C:10]1[N:15]=[CH:14][C:13]([C:16]2[S:20][C:19]([C:21]([OH:23])=[O:22])=[N:18][CH:17]=2)=[CH:12][N:11]=1, predict the reactants needed to synthesize it. (4) Given the product [Br:1][C:2]1[CH:11]=[C:10]2[C:5]([N:6]=[CH:7][CH:8]=[N:9]2)=[C:4]([O:12][Si:18]([C:21]([CH3:24])([CH3:23])[CH3:22])([CH3:20])[CH3:19])[CH:3]=1, predict the reactants needed to synthesize it. The reactants are: [Br:1][C:2]1[CH:3]=[C:4]([OH:12])[C:5]2[N:6]=[CH:7][CH:8]=[N:9][C:10]=2[CH:11]=1.N1C=CN=C1.[Si:18](Cl)([C:21]([CH3:24])([CH3:23])[CH3:22])([CH3:20])[CH3:19]. (5) Given the product [N+:1]([C:15]1[CH:16]=[CH:17][C:12]2[O:11][CH:10]3[CH2:5][N:6]([C:18](=[O:20])[CH3:19])[CH2:7][CH2:8][CH:9]3[C:13]=2[CH:14]=1)([O-:4])=[O:2], predict the reactants needed to synthesize it. The reactants are: [N+:1]([O-:4])(O)=[O:2].[CH2:5]1[CH:10]2[O:11][C:12]3[CH:17]=[CH:16][CH:15]=[CH:14][C:13]=3[CH:9]2[CH2:8][CH2:7][N:6]1[C:18](=[O:20])[CH3:19]. (6) Given the product [C:16]([O:20][C:21](=[O:22])[NH:23][CH2:24][CH2:25][C:8]1[CH:9]=[N:10][CH:11]=[C:12]([O:14][CH3:15])[CH:13]=1)([CH3:19])([CH3:18])[CH3:17], predict the reactants needed to synthesize it. The reactants are: C(=O)([O-])[O-].[Cs+].[Cs+].Br[C:8]1[CH:9]=[N:10][CH:11]=[C:12]([O:14][CH3:15])[CH:13]=1.[C:16]([O:20][C:21]([NH:23][CH2:24][CH2:25][B-](F)(F)F)=[O:22])([CH3:19])([CH3:18])[CH3:17].[K+].C12(P(C34CC5CC(CC(C5)C3)C4)CCCC)CC3CC(CC(C3)C1)C2. (7) Given the product [CH3:12][C:8]1([CH3:11])[CH2:9][CH2:10][C:6]2([CH2:5][C:4](=[O:17])[CH2:18][CH2:13]2)[CH2:7]1, predict the reactants needed to synthesize it. The reactants are: C(O[C:4](=[O:17])[CH2:5][C:6]1([CH2:13][N+]([O-])=O)[CH2:10][CH2:9][C:8]([CH3:12])([CH3:11])[CH2:7]1)C.[CH3:18]O. (8) Given the product [CH3:15][O:14][C:8]1[CH:13]=[CH:12][C:11]([C:2]([CH3:7])([CH3:1])[CH2:3][C:4]([OH:6])=[O:5])=[CH:10][CH:9]=1, predict the reactants needed to synthesize it. The reactants are: [CH3:1][C:2]([CH3:7])=[CH:3][C:4]([OH:6])=[O:5].[C:8]1([O:14][CH3:15])[CH:13]=[CH:12][CH:11]=[CH:10][CH:9]=1.[Cl-].[Al+3].[Cl-].[Cl-].Cl.